This data is from Peptide-MHC class I binding affinity with 185,985 pairs from IEDB/IMGT. The task is: Regression. Given a peptide amino acid sequence and an MHC pseudo amino acid sequence, predict their binding affinity value. This is MHC class I binding data. (1) The peptide sequence is MFAVGLLFR. The MHC is HLA-A68:01 with pseudo-sequence HLA-A68:01. The binding affinity (normalized) is 0.619. (2) The peptide sequence is RSLYNTIATLY. The MHC is HLA-A30:01 with pseudo-sequence HLA-A30:01. The binding affinity (normalized) is 0.0847. (3) The peptide sequence is APFARLLNL. The MHC is HLA-A29:02 with pseudo-sequence HLA-A29:02. The binding affinity (normalized) is 0.0847. (4) The peptide sequence is EVVMAYVGIK. The MHC is HLA-A68:02 with pseudo-sequence HLA-A68:02. The binding affinity (normalized) is 0.274. (5) The peptide sequence is LEFNSSLAI. The MHC is HLA-B57:01 with pseudo-sequence HLA-B57:01. The binding affinity (normalized) is 0.0847. (6) The peptide sequence is DHQAAFQYI. The MHC is Mamu-B52 with pseudo-sequence Mamu-B52. The binding affinity (normalized) is 0.137. (7) The peptide sequence is GLQGIYVLV. The MHC is HLA-B08:01 with pseudo-sequence HLA-B08:01. The binding affinity (normalized) is 0.213.